Predict the reactants needed to synthesize the given product. From a dataset of Full USPTO retrosynthesis dataset with 1.9M reactions from patents (1976-2016). (1) Given the product [CH3:1][O:2][C:3](=[O:18])[C:4]([C:8](=[O:17])[C:9]1[CH:14]=[CH:13][C:12]([CH3:15])=[C:11]([CH3:16])[CH:10]=1)=[CH:5][NH:27][C:24]1[CH:25]=[CH:26][C:21]([C:20]([F:19])([F:28])[F:29])=[CH:22][CH:23]=1, predict the reactants needed to synthesize it. The reactants are: [CH3:1][O:2][C:3](=[O:18])[C:4]([C:8](=[O:17])[C:9]1[CH:14]=[CH:13][C:12]([CH3:15])=[C:11]([CH3:16])[CH:10]=1)=[CH:5]OC.[F:19][C:20]([F:29])([F:28])[C:21]1[CH:26]=[CH:25][C:24]([NH2:27])=[CH:23][CH:22]=1. (2) The reactants are: [C:1]([O:5][C:6]([NH:8][C@@H:9]([CH2:13][CH2:14][CH2:15][CH2:16][CH2:17][C:18](=[O:21])[CH2:19][CH3:20])[C:10](O)=[O:11])=[O:7])([CH3:4])([CH3:3])[CH3:2].CC(OC(OC(OC(C)(C)C)=O)=O)(C)C.C(=O)(O)[O-].[NH4+:41]. Given the product [NH2:41][C:10]([C@@H:9]([NH:8][C:6](=[O:7])[O:5][C:1]([CH3:4])([CH3:3])[CH3:2])[CH2:13][CH2:14][CH2:15][CH2:16][CH2:17][C:18](=[O:21])[CH2:19][CH3:20])=[O:11], predict the reactants needed to synthesize it.